This data is from Reaction yield outcomes from USPTO patents with 853,638 reactions. The task is: Predict the reaction yield, written as a fraction of the theoretical maximum amount of product (1.0 means a 100% yield; for example, 0.34 means a 34% yield). The reactants are [C:1]1([S:7]([NH:10][C:11]2[CH:19]=[C:18]3[C:14]([CH2:15][CH2:16][CH2:17]3)=[C:13]([NH:20][C:21]([CH2:23][C:24]3[CH:31]=[CH:30][C:27]([C:28]#[N:29])=[CH:26][CH:25]=3)=[O:22])[CH:12]=2)(=[O:9])=[O:8])[CH:6]=[CH:5][CH:4]=[CH:3][CH:2]=1.Cl.C(=O)([O-])[O-].[NH4+:37].[NH4+]. The catalyst is C(O)C. The product is [C:1]1([S:7]([NH:10][C:11]2[CH:19]=[C:18]3[C:14]([CH2:15][CH2:16][CH2:17]3)=[C:13]([NH:20][C:21]([CH2:23][C:24]3[CH:25]=[CH:26][C:27]([C:28]([NH2:37])=[NH:29])=[CH:30][CH:31]=3)=[O:22])[CH:12]=2)(=[O:8])=[O:9])[CH:2]=[CH:3][CH:4]=[CH:5][CH:6]=1. The yield is 0.330.